This data is from Catalyst prediction with 721,799 reactions and 888 catalyst types from USPTO. The task is: Predict which catalyst facilitates the given reaction. (1) Reactant: [F:1][C:2]1[CH:7]=[CH:6][CH:5]=[C:4]([F:8])[C:3]=1[C:9]1[NH:10][C:11]2[C:16]([CH:17]=1)=[CH:15][C:14]([N+:18]([O-])=O)=[CH:13][CH:12]=2. Product: [F:1][C:2]1[CH:7]=[CH:6][CH:5]=[C:4]([F:8])[C:3]=1[C:9]1[NH:10][C:11]2[C:16]([CH:17]=1)=[CH:15][C:14]([NH2:18])=[CH:13][CH:12]=2. The catalyst class is: 99. (2) Reactant: [CH:1]1([N:6]2[C:10]3[N:11]=[C:12]([NH:15][C:16]4[CH:21]=[CH:20][C:19]([N:22]5[CH2:27][CH2:26][NH:25][CH2:24][CH2:23]5)=[CH:18][N:17]=4)[N:13]=[CH:14][C:9]=3[C:8]3[CH:28]=[CH:29][N:30]=[CH:31][C:7]2=3)[CH2:5][CH2:4][CH2:3][CH2:2]1.C(N(CC)C(C)C)(C)C.[C:41]([O:44][CH2:45][C:46](Cl)=[O:47])(=[O:43])[CH3:42]. Product: [C:41]([O:44][CH2:45][C:46]([N:25]1[CH2:26][CH2:27][N:22]([C:19]2[CH:18]=[N:17][C:16]([NH:15][C:12]3[N:13]=[CH:14][C:9]4[C:8]5[CH:28]=[CH:29][N:30]=[CH:31][C:7]=5[N:6]([CH:1]5[CH2:2][CH2:3][CH2:4][CH2:5]5)[C:10]=4[N:11]=3)=[CH:21][CH:20]=2)[CH2:23][CH2:24]1)=[O:47])(=[O:43])[CH3:42]. The catalyst class is: 3. (3) Reactant: [Cl:1][C:2]1[CH:7]=[CH:6][C:5]([CH:8]([C:20]2[CH:25]=[CH:24][C:23]([Cl:26])=[CH:22][CH:21]=2)[C:9]2[CH:10]=[C:11]3[C:16](=[CH:17][CH:18]=2)[N:15]=[CH:14][N:13]=[C:12]3Cl)=[CH:4][CH:3]=1.[C:27]1([N:33]2[CH2:38][CH2:37][CH:36]([NH2:39])[CH2:35][CH2:34]2)[CH:32]=[CH:31][CH:30]=[CH:29][CH:28]=1. Product: [Cl:1][C:2]1[CH:7]=[CH:6][C:5]([CH:8]([C:20]2[CH:25]=[CH:24][C:23]([Cl:26])=[CH:22][CH:21]=2)[C:9]2[CH:10]=[C:11]3[C:16](=[CH:17][CH:18]=2)[N:15]=[CH:14][N:13]=[C:12]3[NH:39][CH:36]2[CH2:37][CH2:38][N:33]([C:27]3[CH:32]=[CH:31][CH:30]=[CH:29][CH:28]=3)[CH2:34][CH2:35]2)=[CH:4][CH:3]=1. The catalyst class is: 32. (4) The catalyst class is: 3. Reactant: Cl.[NH2:2][CH:3]1[CH:8]2[CH:4]1[O:5][C:6]1[C:12]([CH3:13])=[CH:11][C:10]([O:14][C:15]3[CH:24]=[CH:23][N:22]=[C:21]4[C:16]=3[CH2:17][CH2:18][C:19](=[O:25])[NH:20]4)=[CH:9][C:7]=12.[CH2:26]([N:28]1[CH2:33][CH2:32][N:31]([CH2:34][C:35]2[CH:43]=[CH:42][C:38]([C:39](O)=[O:40])=[CH:37][C:36]=2[C:44]([F:47])([F:46])[F:45])[CH2:30][CH2:29]1)[CH3:27].CN(C(ON1N=NC2C=CC=NC1=2)=[N+](C)C)C.F[P-](F)(F)(F)(F)F.CCN(C(C)C)C(C)C. Product: [CH2:26]([N:28]1[CH2:29][CH2:30][N:31]([CH2:34][C:35]2[CH:43]=[CH:42][C:38]([C:39]([NH:2][CH:3]3[CH:8]4[CH:4]3[O:5][C:6]3[C:12]([CH3:13])=[CH:11][C:10]([O:14][C:15]5[C:16]6[CH2:17][CH2:18][C:19](=[O:25])[NH:20][C:21]=6[N:22]=[CH:23][CH:24]=5)=[CH:9][C:7]=34)=[O:40])=[CH:37][C:36]=2[C:44]([F:47])([F:45])[F:46])[CH2:32][CH2:33]1)[CH3:27]. (5) Reactant: [CH3:1][C:2]1[C:3]2[N:4]([N:9]=[C:10]([C:16]([O:18][CH3:19])=[O:17])[C:11]=2C(OC)=O)[C:5]([CH3:8])=[CH:6][N:7]=1.CO. Product: [CH3:1][C:2]1[C:3]2[N:4]([N:9]=[C:10]([C:16]([O:18][CH3:19])=[O:17])[CH:11]=2)[C:5]([CH3:8])=[CH:6][N:7]=1. The catalyst class is: 445. (6) Reactant: Br[C:2]1[CH:7]=[CH:6][C:5]([Cl:8])=[C:4]([Cl:9])[CH:3]=1.[NH2:10][C@H:11]([C:13]([OH:15])=[O:14])[CH3:12].CN(C)CCO.Cl. Product: [Cl:9][C:4]1[CH:3]=[C:2]([NH:10][CH:11]([CH3:12])[C:13]([OH:15])=[O:14])[CH:7]=[CH:6][C:5]=1[Cl:8]. The catalyst class is: 6. (7) Reactant: Cl[C:2]1[C:3]2[CH2:11][N:10]([C:12]3[CH:17]=[CH:16][C:15]([CH3:18])=[CH:14][N:13]=3)[CH2:9][CH2:8][C:4]=2[N:5]=[CH:6][N:7]=1.[CH3:19][C:20]1[N:25]=[CH:24][C:23]([C@H:26]([NH2:28])[CH3:27])=[CH:22][N:21]=1.C(N(CC)C(C)C)(C)C. Product: [CH3:18][C:15]1[CH:16]=[CH:17][C:12]([N:10]2[CH2:9][CH2:8][C:4]3[N:5]=[CH:6][N:7]=[C:2]([NH:28][C@@H:26]([C:23]4[CH:22]=[N:21][C:20]([CH3:19])=[N:25][CH:24]=4)[CH3:27])[C:3]=3[CH2:11]2)=[N:13][CH:14]=1. The catalyst class is: 10. (8) Reactant: [Cl-].[NH4+].[CH3:3][O:4][C:5]1[CH:6]=[C:7]2[C:16](=[CH:17][CH:18]=1)[N:15]=[CH:14][C:13]1[O:12][CH2:11][CH:10]([N:19]3[CH:23]=[C:22]([N+:24]([O-])=O)[CH:21]=[N:20]3)[CH2:9][C:8]2=1. Product: [CH3:3][O:4][C:5]1[CH:6]=[C:7]2[C:16](=[CH:17][CH:18]=1)[N:15]=[CH:14][C:13]1[O:12][CH2:11][CH:10]([N:19]3[CH:23]=[C:22]([NH2:24])[CH:21]=[N:20]3)[CH2:9][C:8]2=1. The catalyst class is: 186.